Task: Predict the reactants needed to synthesize the given product.. Dataset: Full USPTO retrosynthesis dataset with 1.9M reactions from patents (1976-2016) (1) Given the product [Cl:18][CH2:19][C:20]([NH:9][NH:8][C:6](=[O:7])[C:5]1[CH:4]=[CH:3][C:2]([CH3:1])=[CH:11][CH:10]=1)=[O:21], predict the reactants needed to synthesize it. The reactants are: [CH3:1][C:2]1[CH:11]=[CH:10][C:5]([C:6]([NH:8][NH2:9])=[O:7])=[CH:4][CH:3]=1.C([O-])([O-])=O.[K+].[K+].[Cl:18][CH2:19][C:20](Cl)=[O:21]. (2) Given the product [C:1]([O:5][C:6]([N:8]([CH2:33][C:34]1[CH:39]=[CH:38][C:37]([O:40][CH3:41])=[CH:36][CH:35]=1)[C:9]1[CH:14]=[C:13]([CH2:15][C@H:16]2[C:19](=[O:20])[N:18]([C:49](=[O:48])[NH:50][C@@H:51]([C:53]3[CH:63]=[CH:62][C:56]4[O:57][C:58]([F:61])([F:60])[O:59][C:55]=4[CH:54]=3)[CH3:52])[C@@H:17]2[C:21]([O:23][CH2:24][C:25]2[CH:26]=[CH:27][C:28]([O:31][CH3:32])=[CH:29][CH:30]=2)=[O:22])[CH:12]=[CH:11][N:10]=1)=[O:7])([CH3:3])([CH3:4])[CH3:2], predict the reactants needed to synthesize it. The reactants are: [C:1]([O:5][C:6]([N:8]([CH2:33][C:34]1[CH:39]=[CH:38][C:37]([O:40][CH3:41])=[CH:36][CH:35]=1)[C:9]1[CH:14]=[C:13]([CH2:15][C@H:16]2[C:19](=[O:20])[NH:18][C@@H:17]2[C:21]([O:23][CH2:24][C:25]2[CH:30]=[CH:29][C:28]([O:31][CH3:32])=[CH:27][CH:26]=2)=[O:22])[CH:12]=[CH:11][N:10]=1)=[O:7])([CH3:4])([CH3:3])[CH3:2].C1([O:48][C:49](=O)[NH:50][C@@H:51]([C:53]2[CH:63]=[CH:62][C:56]3[O:57][C:58]([F:61])([F:60])[O:59][C:55]=3[CH:54]=2)[CH3:52])C=CC=CC=1.